From a dataset of Full USPTO retrosynthesis dataset with 1.9M reactions from patents (1976-2016). Predict the reactants needed to synthesize the given product. Given the product [Cl:1][C:2]1[CH:7]=[CH:6][C:5]([C:8](=[O:10])[CH2:9][C:12]2[CH:13]=[N:14][CH:15]=[C:16]([Cl:18])[CH:17]=2)=[CH:4][CH:3]=1, predict the reactants needed to synthesize it. The reactants are: [Cl:1][C:2]1[CH:7]=[CH:6][C:5]([C:8](=[O:10])[CH3:9])=[CH:4][CH:3]=1.Br[C:12]1[CH:13]=[N:14][CH:15]=[C:16]([Cl:18])[CH:17]=1.CC([O-])(C)C.[Na+].CC1(C)C2C=CC=C(P(C3C=CC=CC=3)C3C=CC=CC=3)C=2OC2C1=CC=CC=2P(C1C=CC=CC=1)C1C=CC=CC=1.